From a dataset of Peptide-MHC class I binding affinity with 185,985 pairs from IEDB/IMGT. Regression. Given a peptide amino acid sequence and an MHC pseudo amino acid sequence, predict their binding affinity value. This is MHC class I binding data. The peptide sequence is CEKALKYLPI. The MHC is HLA-B45:01 with pseudo-sequence HLA-B45:01. The binding affinity (normalized) is 0.571.